Task: Regression. Given a peptide amino acid sequence and an MHC pseudo amino acid sequence, predict their binding affinity value. This is MHC class II binding data.. Dataset: Peptide-MHC class II binding affinity with 134,281 pairs from IEDB The peptide sequence is DKGIPFMKMNISVIMK. The MHC is HLA-DQA10102-DQB10501 with pseudo-sequence HLA-DQA10102-DQB10501. The binding affinity (normalized) is 0.617.